From a dataset of NCI-60 drug combinations with 297,098 pairs across 59 cell lines. Regression. Given two drug SMILES strings and cell line genomic features, predict the synergy score measuring deviation from expected non-interaction effect. (1) Drug 2: CC(C)CN1C=NC2=C1C3=CC=CC=C3N=C2N. Synergy scores: CSS=13.8, Synergy_ZIP=-3.58, Synergy_Bliss=-5.07, Synergy_Loewe=-21.4, Synergy_HSA=-6.84. Drug 1: COC1=CC(=CC(=C1O)OC)C2C3C(COC3=O)C(C4=CC5=C(C=C24)OCO5)OC6C(C(C7C(O6)COC(O7)C8=CC=CS8)O)O. Cell line: SF-268. (2) Drug 1: CC1=CC2C(CCC3(C2CCC3(C(=O)C)OC(=O)C)C)C4(C1=CC(=O)CC4)C. Drug 2: CC(C1=C(C=CC(=C1Cl)F)Cl)OC2=C(N=CC(=C2)C3=CN(N=C3)C4CCNCC4)N. Cell line: HCT-15. Synergy scores: CSS=8.04, Synergy_ZIP=-0.260, Synergy_Bliss=7.83, Synergy_Loewe=3.61, Synergy_HSA=5.88. (3) Drug 1: CCC1(CC2CC(C3=C(CCN(C2)C1)C4=CC=CC=C4N3)(C5=C(C=C6C(=C5)C78CCN9C7C(C=CC9)(C(C(C8N6C=O)(C(=O)OC)O)OC(=O)C)CC)OC)C(=O)OC)O.OS(=O)(=O)O. Drug 2: CC1C(C(CC(O1)OC2CC(OC(C2O)C)OC3=CC4=CC5=C(C(=O)C(C(C5)C(C(=O)C(C(C)O)O)OC)OC6CC(C(C(O6)C)O)OC7CC(C(C(O7)C)O)OC8CC(C(C(O8)C)O)(C)O)C(=C4C(=C3C)O)O)O)O. Cell line: KM12. Synergy scores: CSS=40.8, Synergy_ZIP=2.78, Synergy_Bliss=3.67, Synergy_Loewe=0.520, Synergy_HSA=-0.0966.